Task: Binary classification across 12 toxicity assays.. Dataset: Tox21: 12 toxicity assays (nuclear receptors and stress response pathways) (1) The compound is CCN(CCO)CCO. It tested positive (active) for: SR-ARE (Antioxidant Response Element (oxidative stress)). (2) The compound is ClC1=C(Cl)[C@]2(Cl)[C@H]3[C@H]([C@@H]4C[C@H]3[C@H]3O[C@@H]43)[C@@]1(Cl)C2(Cl)Cl. It tested positive (active) for: NR-Aromatase (Aromatase enzyme inhibition), and SR-MMP (Mitochondrial Membrane Potential disruption).